This data is from Full USPTO retrosynthesis dataset with 1.9M reactions from patents (1976-2016). The task is: Predict the reactants needed to synthesize the given product. (1) Given the product [S:16]1[C:20]([C:4]2[C:5]([O:14][CH3:15])=[CH:6][C:7]([O:12][CH3:13])=[C:8]([CH:11]=2)[CH:9]=[O:10])=[CH:19][C:18]2[CH:24]=[CH:25][CH:26]=[CH:27][C:17]1=2, predict the reactants needed to synthesize it. The reactants are: [F-].[K+].I[C:4]1[C:5]([O:14][CH3:15])=[CH:6][C:7]([O:12][CH3:13])=[C:8]([CH:11]=1)[CH:9]=[O:10].[S:16]1[C:20](B(O)O)=[CH:19][C:18]2[CH:24]=[CH:25][CH:26]=[CH:27][C:17]1=2.C(P(C(C)(C)C)C(C)(C)C)(C)(C)C. (2) Given the product [Br:1][C:2]1[CH:3]=[CH:4][C:5]2[CH:6]([CH:18]3[CH2:23][CH2:22][N:21]([C:24](=[O:29])[C:25]([F:26])([F:27])[F:28])[CH2:20][CH2:19]3)[C:7]3[C:12]([S:13][C:14]=2[CH:15]=1)=[C:11]([O:16][CH3:17])[CH:10]=[CH:9][CH:8]=3, predict the reactants needed to synthesize it. The reactants are: [Br:1][C:2]1[CH:3]=[CH:4][C:5]2[C:6](=[C:18]3[CH2:23][CH2:22][N:21]([C:24](=[O:29])[C:25]([F:28])([F:27])[F:26])[CH2:20][CH2:19]3)[C:7]3[C:12]([S:13][C:14]=2[CH:15]=1)=[C:11]([O:16][CH3:17])[CH:10]=[CH:9][CH:8]=3.C(N(CC)C(C1C=CC2C(=C3CCNCC3)C3C(OC=2C=1)=CC=CC=3)=O)C.C(N(CC)C(C1C=CC2C(C3CCNCC3)C3C(OC=2C=1)=CC=CC=3)=O)C. (3) Given the product [C:1]([O:5][C:6]([N:8]1[CH2:13][CH2:12][CH:11]([NH:14][CH2:20][C:19]2[CH:22]=[C:23]([N+:24]([O-:26])=[O:25])[C:16]([OH:15])=[C:17]([O:27][CH3:28])[CH:18]=2)[CH2:10][CH2:9]1)=[O:7])([CH3:4])([CH3:2])[CH3:3], predict the reactants needed to synthesize it. The reactants are: [C:1]([O:5][C:6]([N:8]1[CH2:13][CH2:12][CH:11]([NH2:14])[CH2:10][CH2:9]1)=[O:7])([CH3:4])([CH3:3])[CH3:2].[OH:15][C:16]1[C:23]([N+:24]([O-:26])=[O:25])=[CH:22][C:19]([CH:20]=O)=[CH:18][C:17]=1[O:27][CH3:28].[BH4-].[Na+].C(O)(=O)C. (4) Given the product [CH3:19][O:18][C@@H:5]([CH2:6][C:7]1[CH:8]=[CH:9][C:10]([O:13][CH2:14][CH2:15][CH2:16][O:32][C:29]2[CH:28]=[CH:27][C:26]([C:22]3[S:21][CH:25]=[CH:24][CH:23]=3)=[CH:31][CH:30]=2)=[CH:11][CH:12]=1)[C:4]([OH:3])=[O:20], predict the reactants needed to synthesize it. The reactants are: C([O:3][C:4](=[O:20])[C@@H:5]([O:18][CH3:19])[CH2:6][C:7]1[CH:12]=[CH:11][C:10]([O:13][CH2:14][CH2:15][CH2:16]Br)=[CH:9][CH:8]=1)C.[S:21]1[CH:25]=[CH:24][CH:23]=[C:22]1[C:26]1[CH:31]=[CH:30][C:29]([OH:32])=[CH:28][CH:27]=1.[OH-].[Na+]. (5) Given the product [CH3:2][C:1]1[S:4][C:10]2[C:11](=[O:12])[CH2:6][CH2:7][CH2:8][C:9]=2[N:3]=1, predict the reactants needed to synthesize it. The reactants are: [C:1](=[S:4])([NH2:3])[CH3:2].Br[CH:6]1[C:11](=[O:12])[CH2:10][CH2:9][CH2:8][C:7]1=O. (6) Given the product [O:27]1[CH2:28][CH2:29][CH:24]([NH:23][C:3]([C:5]2[N:6]=[N:7][C:8]([O:11][CH2:12][C:13]3[C:14]([CH2:19][CH2:20][CH2:21][CH3:22])=[N:15][O:16][C:17]=3[CH3:18])=[CH:9][CH:10]=2)=[O:4])[CH2:25][CH2:26]1, predict the reactants needed to synthesize it. The reactants are: CO[C:3]([C:5]1[N:6]=[N:7][C:8]([O:11][CH2:12][C:13]2[C:14]([CH2:19][CH2:20][CH2:21][CH3:22])=[N:15][O:16][C:17]=2[CH3:18])=[CH:9][CH:10]=1)=[O:4].[NH2:23][CH:24]1[CH2:29][CH2:28][O:27][CH2:26][CH2:25]1.